From a dataset of NCI-60 drug combinations with 297,098 pairs across 59 cell lines. Regression. Given two drug SMILES strings and cell line genomic features, predict the synergy score measuring deviation from expected non-interaction effect. (1) Cell line: OVCAR-4. Drug 1: CC12CCC3C(C1CCC2=O)CC(=C)C4=CC(=O)C=CC34C. Drug 2: CN(C)C1=NC(=NC(=N1)N(C)C)N(C)C. Synergy scores: CSS=59.9, Synergy_ZIP=4.97, Synergy_Bliss=8.95, Synergy_Loewe=-10.2, Synergy_HSA=6.42. (2) Cell line: NCI-H522. Synergy scores: CSS=24.1, Synergy_ZIP=-12.4, Synergy_Bliss=-8.62, Synergy_Loewe=-6.61, Synergy_HSA=-6.23. Drug 2: C1CN(CCN1C(=O)CCBr)C(=O)CCBr. Drug 1: C1=CC(=CC=C1CCC2=CNC3=C2C(=O)NC(=N3)N)C(=O)NC(CCC(=O)O)C(=O)O.